From a dataset of Reaction yield outcomes from USPTO patents with 853,638 reactions. Predict the reaction yield, written as a fraction of the theoretical maximum amount of product (1.0 means a 100% yield; for example, 0.34 means a 34% yield). (1) The reactants are [CH:1]([N-]C(C)C)(C)[CH3:2].[Li+].C1CCCCC1.[C:15]([O:19][C:20]([N:22]1[CH2:28][CH2:27][C:26]2[C:29]([S:34][CH2:35][C:36]#[N:37])=[C:30]([Cl:33])[CH:31]=[CH:32][C:25]=2[CH2:24][CH2:23]1)=[O:21])([CH3:18])([CH3:17])[CH3:16].C(I)C. The catalyst is C1COCC1. The product is [C:15]([O:19][C:20]([N:22]1[CH2:28][CH2:27][C:26]2[C:29]([S:34][CH:35]([C:36]#[N:37])[CH2:1][CH3:2])=[C:30]([Cl:33])[CH:31]=[CH:32][C:25]=2[CH2:24][CH2:23]1)=[O:21])([CH3:18])([CH3:17])[CH3:16]. The yield is 0.680. (2) The reactants are [OH-].[Na+].C[O:4][C:5]([C:7]1[S:8][C:9]([C:34]#[C:35][C:36]([CH3:41])([CH3:40])[CH2:37][CH2:38][OH:39])=[CH:10][C:11]=1[N:12]([C:25]([CH:27]1[CH2:32][CH2:31][CH:30]([CH3:33])[CH2:29][CH2:28]1)=[O:26])[CH:13]1[CH2:18][CH2:17][CH:16]([O:19][CH:20]2[CH2:24][CH2:23][O:22][CH2:21]2)[CH2:15][CH2:14]1)=[O:6]. The catalyst is CO.C1COCC1. The product is [OH:39][CH2:38][CH2:37][C:36]([CH3:40])([CH3:41])[C:35]#[C:34][C:9]1[S:8][C:7]([C:5]([OH:6])=[O:4])=[C:11]([N:12]([C:25]([CH:27]2[CH2:28][CH2:29][CH:30]([CH3:33])[CH2:31][CH2:32]2)=[O:26])[CH:13]2[CH2:14][CH2:15][CH:16]([O:19][CH:20]3[CH2:24][CH2:23][O:22][CH2:21]3)[CH2:17][CH2:18]2)[CH:10]=1. The yield is 0.330. (3) The reactants are [OH-].[Na+].[CH2:3]([C:5]1[CH:12]=[CH:11][C:8]([CH:9]=O)=[CH:7][CH:6]=1)[CH3:4].[N+:13]([CH3:16])([O-:15])=[O:14]. The catalyst is CO. The product is [CH2:3]([C:5]1[CH:12]=[CH:11][C:8](/[CH:9]=[CH:16]/[N+:13]([O-:15])=[O:14])=[CH:7][CH:6]=1)[CH3:4]. The yield is 0.520. (4) The reactants are [NH2:1][C:2]1[C:10]2[C:5](=[N:6][CH:7]=[C:8]([Br:26])[C:9]=2[N:11]2[CH2:16][CH2:15][CH2:14][C@@H:13]([N:17]([CH3:25])[C:18](=[O:24])[O:19][C:20]([CH3:23])([CH3:22])[CH3:21])[CH2:12]2)[NH:4][CH:3]=1.N1C=CC=CC=1.[CH:33]1([C:36]([Cl:38])=[O:37])[CH2:35][CH2:34]1.O[Li].O. The catalyst is CN1C(=O)CCC1.CCOC(C)=O.CC#N.O. The product is [ClH:38].[Br:26][C:8]1[C:9]([N:11]2[CH2:16][CH2:15][CH2:14][C@@H:13]([N:17]([CH3:25])[C:18](=[O:24])[O:19][C:20]([CH3:21])([CH3:22])[CH3:23])[CH2:12]2)=[C:10]2[C:2]([NH:1][C:36]([CH:33]3[CH2:35][CH2:34]3)=[O:37])=[CH:3][NH:4][C:5]2=[N:6][CH:7]=1. The yield is 0.360.